This data is from Full USPTO retrosynthesis dataset with 1.9M reactions from patents (1976-2016). The task is: Predict the reactants needed to synthesize the given product. (1) Given the product [F:1][CH2:2][C:3]1([CH3:13])[CH2:12][CH2:11][C:6](=[O:7])[CH2:5][CH2:4]1, predict the reactants needed to synthesize it. The reactants are: [F:1][CH2:2][C:3]1([CH3:13])[CH2:12][CH2:11][C:6]2(OCC[O:7]2)[CH2:5][CH2:4]1. (2) Given the product [F:1][C:2]1[CH:25]=[C:24]([N+:26]([O-:28])=[O:27])[CH:23]=[CH:22][C:3]=1[O:4][C:5]1[CH:10]=[CH:9][N:8]=[C:7]2[CH:11]=[C:12]([C:14]3[CH:15]=[N:16][N:17]([CH2:19][CH2:20][N:34]([CH3:33])[CH2:35][CH2:36][OH:37])[CH:18]=3)[S:13][C:6]=12, predict the reactants needed to synthesize it. The reactants are: [F:1][C:2]1[CH:25]=[C:24]([N+:26]([O-:28])=[O:27])[CH:23]=[CH:22][C:3]=1[O:4][C:5]1[CH:10]=[CH:9][N:8]=[C:7]2[CH:11]=[C:12]([C:14]3[CH:15]=[N:16][N:17]([CH2:19][CH:20]=O)[CH:18]=3)[S:13][C:6]=12.CC(O)=O.[CH3:33][NH:34][CH2:35][CH2:36][OH:37].C(O[BH-](OC(=O)C)OC(=O)C)(=O)C.[Na+].